This data is from Peptide-MHC class I binding affinity with 185,985 pairs from IEDB/IMGT. The task is: Regression. Given a peptide amino acid sequence and an MHC pseudo amino acid sequence, predict their binding affinity value. This is MHC class I binding data. (1) The peptide sequence is KSSSIDVDK. The MHC is HLA-A68:01 with pseudo-sequence HLA-A68:01. The binding affinity (normalized) is 0.163. (2) The peptide sequence is LSPRTLNAW. The MHC is HLA-B35:03 with pseudo-sequence HLA-B35:03. The binding affinity (normalized) is 0. (3) The binding affinity (normalized) is 0.383. The MHC is HLA-B07:02 with pseudo-sequence HLA-B07:02. The peptide sequence is ERPIFPHPSKPTFLP. (4) The peptide sequence is YSLLNANAL. The MHC is H-2-Kb with pseudo-sequence H-2-Kb. The binding affinity (normalized) is 0.288. (5) The peptide sequence is IPYNYPDM. The MHC is H-2-Kb with pseudo-sequence H-2-Kb. The binding affinity (normalized) is 0.490.